Dataset: Experimentally validated miRNA-target interactions with 360,000+ pairs, plus equal number of negative samples. Task: Binary Classification. Given a miRNA mature sequence and a target amino acid sequence, predict their likelihood of interaction. The miRNA is dme-miR-2b-3p with sequence UAUCACAGCCAGCUUUGAGGAGC. The protein sequence of the target gene is MSNSHPLRPFTAVGEIDHVHILSEHIGALLIGEEYGDVTFVVEKKHFPAHRVILAARCQYFRALLYGGMRESQPEAEIPLQDTTAEAFTMLLRYIYTGRATLTDEKEEVLLDFLSLAHKYGFPELEDSTSEYLCTILNIQNVCMTFDVASLYSLPKLTCMCCMFMDRNAQEVLASDGFLSLSKTALLNIVLRDSFAAPEKDIFLALLNWCKHNAKENHAEIMQAVRLPLMSLTELLNVVRPSGLLSPDAILDAIKVRSESRDMDLNYRGMLIPEENIATMKYGAQVVKGELKSALLDGDT.... Result: 0 (no interaction).